This data is from Reaction yield outcomes from USPTO patents with 853,638 reactions. The task is: Predict the reaction yield, written as a fraction of the theoretical maximum amount of product (1.0 means a 100% yield; for example, 0.34 means a 34% yield). The reactants are Cl.[OH:2][CH2:3][C:4]1[C:9]([OH:10])=[CH:8][CH:7]=[CH:6][N:5]=1.[O:11](C(OC(C)(C)C)=O)[C:12]([O:14][C:15]([CH3:18])([CH3:17])[CH3:16])=O.CCN(C(C)C)C(C)C. The catalyst is CCOC(C)=O.CN(C=O)C. The product is [C:15]([O:14][C:12]([N:5]1[CH2:6][CH2:7][CH2:8][CH:9]([OH:10])[CH:4]1[CH2:3][OH:2])=[O:11])([CH3:18])([CH3:17])[CH3:16]. The yield is 0.250.